From a dataset of Full USPTO retrosynthesis dataset with 1.9M reactions from patents (1976-2016). Predict the reactants needed to synthesize the given product. (1) The reactants are: C[O:2][C:3](=[O:25])[C@@H:4]([NH:14][C:15]([O:17][CH2:18][C:19]1[CH:24]=[CH:23][CH:22]=[CH:21][CH:20]=1)=[O:16])[CH2:5][C:6]1[C:11]([F:12])=[CH:10][CH:9]=[CH:8][C:7]=1[F:13].[OH-].[Na+]. Given the product [CH2:18]([O:17][C:15]([NH:14][C@@H:4]([CH2:5][C:6]1[C:7]([F:13])=[CH:8][CH:9]=[CH:10][C:11]=1[F:12])[C:3]([OH:25])=[O:2])=[O:16])[C:19]1[CH:20]=[CH:21][CH:22]=[CH:23][CH:24]=1, predict the reactants needed to synthesize it. (2) Given the product [CH3:1][O:2][C:3]1[CH:4]=[C:5]([C:13]2[CH:20]=[CH:19][C:16]([CH2:17][NH2:18])=[CH:15][CH:14]=2)[CH:6]=[CH:7][CH:8]=1, predict the reactants needed to synthesize it. The reactants are: [CH3:1][O:2][C:3]1[CH:4]=[C:5](B(O)O)[CH:6]=[CH:7][CH:8]=1.Br[C:13]1[CH:20]=[CH:19][C:16]([CH2:17][NH2:18])=[CH:15][CH:14]=1.